Dataset: Full USPTO retrosynthesis dataset with 1.9M reactions from patents (1976-2016). Task: Predict the reactants needed to synthesize the given product. (1) Given the product [ClH:1].[Cl:1][C:2]1[C:7]([C:8]2[C:9](=[O:16])[NH:10][C:11](=[O:14])[NH:12][CH:13]=2)=[CH:6][CH:5]=[CH:4][N:3]=1, predict the reactants needed to synthesize it. The reactants are: [Cl:1][C:2]1[C:7]([C:8]2[C:9]([O:16]C)=[N:10][C:11]([O:14]C)=[N:12][CH:13]=2)=[CH:6][CH:5]=[CH:4][N:3]=1. (2) Given the product [ClH:36].[ClH:39].[NH2:7][CH2:8][C:9]([NH:10][C:11]1[CH:16]=[CH:15][C:14]([C:17]2[N:18]([C:22]3[C:29]4[S:28][C:27]([NH:30][C:31]([CH:33]5[CH2:34][CH2:35]5)=[O:32])=[N:26][C:25]=4[NH:24][N:23]=3)[CH:19]=[N:20][CH:21]=2)=[C:13]([Cl:36])[CH:12]=1)=[O:37], predict the reactants needed to synthesize it. The reactants are: C(OC(=O)[NH:7][CH2:8][C:9](=[O:37])[NH:10][C:11]1[CH:16]=[CH:15][C:14]([C:17]2[N:18]([C:22]3[C:29]4[S:28][C:27]([NH:30][C:31]([CH:33]5[CH2:35][CH2:34]5)=[O:32])=[N:26][C:25]=4[NH:24][N:23]=3)[CH:19]=[N:20][CH:21]=2)=[C:13]([Cl:36])[CH:12]=1)(C)(C)C.[ClH:39]. (3) Given the product [CH3:12][C:5]1[C:6]([CH3:11])=[CH:7][C:8]([CH3:10])=[C:9]([CH3:14])[N:4]=1, predict the reactants needed to synthesize it. The reactants are: C=O.N.[N:4]1[CH:9]=[C:8]([CH3:10])[CH:7]=[C:6]([CH3:11])[C:5]=1[CH3:12].N1C(C)=CC=C(C)[C:14]=1C. (4) Given the product [Br:12][C:10]1[C:2]([F:1])=[CH:3][C:4]([OH:11])=[C:5]([CH:9]=1)[C:6]([OH:8])=[O:7], predict the reactants needed to synthesize it. The reactants are: [F:1][C:2]1[CH:10]=[CH:9][C:5]([C:6]([OH:8])=[O:7])=[C:4]([OH:11])[CH:3]=1.[Br:12]Br. (5) Given the product [N+:16]([C:10]1[CH:11]=[C:6]([N:1]2[CH2:2][CH2:3][CH2:4][CH2:5]2)[CH:7]=[CH:8][C:9]=1[NH:12][C:13](=[O:15])[CH3:14])([O-:18])=[O:17], predict the reactants needed to synthesize it. The reactants are: [N:1]1([C:6]2[CH:11]=[CH:10][C:9]([NH:12][C:13](=[O:15])[CH3:14])=[CH:8][CH:7]=2)[CH2:5][CH2:4][CH2:3][CH2:2]1.[N+:16]([O-])([OH:18])=[O:17].OS(O)(=O)=O.